From a dataset of Catalyst prediction with 721,799 reactions and 888 catalyst types from USPTO. Predict which catalyst facilitates the given reaction. (1) Reactant: [OH:1][CH2:2][C:3]1[NH:7][C:6]([C:8]2[C:9](=[O:15])[NH:10][CH:11]=[CH:12][C:13]=2[I:14])=[N:5][C:4]=1[CH3:16].[CH3:17]C(OI1(OC(C)=O)(OC(C)=O)OC(=O)C2C=CC=CC1=2)=O.C(OCC)(=O)C. Product: [I:14][C:13]1[CH:12]=[CH:11][N:10]=[C:9]([O:15][CH3:17])[C:8]=1[C:6]1[NH:7][C:3]([CH:2]=[O:1])=[C:4]([CH3:16])[N:5]=1. The catalyst class is: 4. (2) Reactant: [CH3:1][O:2][C:3]1[CH:4]=[C:5]([C:17]2[CH2:18][CH2:19][N:20](C(OCC3C=CC=CC=3)=O)[CH2:21][CH:22]=2)[CH:6]=[CH:7][C:8]=1[NH:9][C:10]([O:12][C:13]([CH3:16])([CH3:15])[CH3:14])=[O:11]. Product: [CH3:1][O:2][C:3]1[CH:4]=[C:5]([CH:17]2[CH2:22][CH2:21][NH:20][CH2:19][CH2:18]2)[CH:6]=[CH:7][C:8]=1[NH:9][C:10](=[O:11])[O:12][C:13]([CH3:15])([CH3:14])[CH3:16]. The catalyst class is: 50.